From a dataset of NCI-60 drug combinations with 297,098 pairs across 59 cell lines. Regression. Given two drug SMILES strings and cell line genomic features, predict the synergy score measuring deviation from expected non-interaction effect. (1) Drug 1: CC1=C(N=C(N=C1N)C(CC(=O)N)NCC(C(=O)N)N)C(=O)NC(C(C2=CN=CN2)OC3C(C(C(C(O3)CO)O)O)OC4C(C(C(C(O4)CO)O)OC(=O)N)O)C(=O)NC(C)C(C(C)C(=O)NC(C(C)O)C(=O)NCCC5=NC(=CS5)C6=NC(=CS6)C(=O)NCCC[S+](C)C)O. Drug 2: CS(=O)(=O)OCCCCOS(=O)(=O)C. Cell line: 786-0. Synergy scores: CSS=21.0, Synergy_ZIP=-5.49, Synergy_Bliss=-1.99, Synergy_Loewe=-24.4, Synergy_HSA=-0.158. (2) Drug 1: CC1=C(C=C(C=C1)NC2=NC=CC(=N2)N(C)C3=CC4=NN(C(=C4C=C3)C)C)S(=O)(=O)N.Cl. Drug 2: CC1CCC2CC(C(=CC=CC=CC(CC(C(=O)C(C(C(=CC(C(=O)CC(OC(=O)C3CCCCN3C(=O)C(=O)C1(O2)O)C(C)CC4CCC(C(C4)OC)OCCO)C)C)O)OC)C)C)C)OC. Cell line: NCI-H460. Synergy scores: CSS=4.43, Synergy_ZIP=3.80, Synergy_Bliss=2.17, Synergy_Loewe=9.59, Synergy_HSA=-0.627. (3) Drug 1: CC(C1=C(C=CC(=C1Cl)F)Cl)OC2=C(N=CC(=C2)C3=CN(N=C3)C4CCNCC4)N. Drug 2: C1=NNC2=C1C(=O)NC=N2. Cell line: LOX IMVI. Synergy scores: CSS=19.8, Synergy_ZIP=-4.92, Synergy_Bliss=-1.80, Synergy_Loewe=1.22, Synergy_HSA=1.51. (4) Drug 1: CNC(=O)C1=CC=CC=C1SC2=CC3=C(C=C2)C(=NN3)C=CC4=CC=CC=N4. Drug 2: CC1=C2C(C(=O)C3(C(CC4C(C3C(C(C2(C)C)(CC1OC(=O)C(C(C5=CC=CC=C5)NC(=O)OC(C)(C)C)O)O)OC(=O)C6=CC=CC=C6)(CO4)OC(=O)C)O)C)O. Cell line: A498. Synergy scores: CSS=22.7, Synergy_ZIP=-3.41, Synergy_Bliss=6.25, Synergy_Loewe=-0.0619, Synergy_HSA=7.30. (5) Drug 2: C1CCC(C(C1)N)N.C(=O)(C(=O)[O-])[O-].[Pt+4]. Drug 1: COC1=C(C=C2C(=C1)N=CN=C2NC3=CC(=C(C=C3)F)Cl)OCCCN4CCOCC4. Synergy scores: CSS=34.6, Synergy_ZIP=-11.0, Synergy_Bliss=-3.90, Synergy_Loewe=-0.925, Synergy_HSA=-0.132. Cell line: MCF7.